This data is from Retrosynthesis with 50K atom-mapped reactions and 10 reaction types from USPTO. The task is: Predict the reactants needed to synthesize the given product. (1) Given the product COCCN(C)C(=O)c1cc(Oc2ccc(Nc3cc(-c4ccccc4)nc(N)n3)cc2)ccn1, predict the reactants needed to synthesize it. The reactants are: CNCCOC.Nc1nc(Nc2ccc(Oc3ccnc(C(=O)O)c3)cc2)cc(-c2ccccc2)n1. (2) Given the product CC(C)(C)OC(=O)N[C@@H](Cc1ccc(N)cc1)C(=O)OC1CCCC1, predict the reactants needed to synthesize it. The reactants are: CC(C)(C)OC(=O)N[C@@H](Cc1ccc([N+](=O)[O-])cc1)C(=O)OC1CCCC1.